From a dataset of Catalyst prediction with 721,799 reactions and 888 catalyst types from USPTO. Predict which catalyst facilitates the given reaction. (1) Reactant: [F:1][C:2]1[CH:24]=[C:23]([N+:25]([O-:27])=[O:26])[CH:22]=[CH:21][C:3]=1[O:4][C:5]1[CH:10]=[CH:9][N:8]=[C:7]([NH:11][C:12](=[O:18])[O:13][C:14]([CH3:17])([CH3:16])[CH3:15])[C:6]=1[CH:19]=[O:20].[BH4-].[Na+]. Product: [F:1][C:2]1[CH:24]=[C:23]([N+:25]([O-:27])=[O:26])[CH:22]=[CH:21][C:3]=1[O:4][C:5]1[CH:10]=[CH:9][N:8]=[C:7]([NH:11][C:12](=[O:18])[O:13][C:14]([CH3:15])([CH3:16])[CH3:17])[C:6]=1[CH2:19][OH:20]. The catalyst class is: 5. (2) Reactant: [C:1]1([OH:7])[CH:6]=[CH:5][CH:4]=[CH:3][CH:2]=1.[H-].[Na+].[F:10][C:11]1[CH:16]=[CH:15][C:14]([C:17]2[C:18](=[O:34])[N:19]([CH3:33])[N:20]([CH3:32])[C:21]=2[C:22]2[CH:27]=[CH:26][N:25]=[C:24](S(C)(=O)=O)[N:23]=2)=[CH:13][CH:12]=1. Product: [F:10][C:11]1[CH:16]=[CH:15][C:14]([C:17]2[C:18](=[O:34])[N:19]([CH3:33])[N:20]([CH3:32])[C:21]=2[C:22]2[CH:27]=[CH:26][N:25]=[C:24]([O:7][C:1]3[CH:6]=[CH:5][CH:4]=[CH:3][CH:2]=3)[N:23]=2)=[CH:13][CH:12]=1. The catalyst class is: 1. (3) Reactant: [Cl:1][C:2]1[CH:7]=[CH:6][C:5]([C@H:8]([NH:11][C:12]2[CH:13]=[C:14]([CH:18]([OH:20])[CH3:19])[CH:15]=[CH:16][CH:17]=2)[CH2:9][CH3:10])=[CH:4][C:3]=1[CH3:21]. Product: [Cl:1][C:2]1[CH:7]=[CH:6][C:5]([C@H:8]([NH:11][C:12]2[CH:13]=[C:14]([C:18](=[O:20])[CH3:19])[CH:15]=[CH:16][CH:17]=2)[CH2:9][CH3:10])=[CH:4][C:3]=1[CH3:21]. The catalyst class is: 2. (4) Reactant: [F:1][C:2]1[CH:10]=[C:9]2[C:5]([C:6]([C:12]3[N:13]=[C:14]4[C:20]([C:21](O)=[O:22])=[CH:19][NH:18][C:15]4=[N:16][CH:17]=3)=[N:7][N:8]2[CH3:11])=[CH:4][CH:3]=1.Cl.[NH2:25][C:26]([CH3:35])([CH3:34])[C:27]([O:29][C:30]([CH3:33])([CH3:32])[CH3:31])=[O:28].CN(C(ON1N=NC2C=CC=NC1=2)=[N+](C)C)C.F[P-](F)(F)(F)(F)F.CCN(C(C)C)C(C)C. Product: [F:1][C:2]1[CH:10]=[C:9]2[C:5]([C:6]([C:12]3[N:13]=[C:14]4[C:20]([C:21]([NH:25][C:26]([CH3:35])([CH3:34])[C:27]([O:29][C:30]([CH3:33])([CH3:32])[CH3:31])=[O:28])=[O:22])=[CH:19][NH:18][C:15]4=[N:16][CH:17]=3)=[N:7][N:8]2[CH3:11])=[CH:4][CH:3]=1. The catalyst class is: 3. (5) Reactant: [F:1][C:2]1[C:11]2[O:10][CH2:9][C@@H:8]3[C@@H:12]([NH:13][C:14]([NH:16][C:17]4[N:22]=[CH:21][C:20]([O:23][C:24]5[CH:40]=[CH:39][C:27]([C:28]([NH:30][NH:31]C(OC(C)(C)C)=O)=[O:29])=[CH:26][CH:25]=5)=[CH:19][CH:18]=4)=[O:15])[C@@H:7]3[C:6]=2[C:5]([F:41])=[CH:4][CH:3]=1. Product: [F:1][C:2]1[C:11]2[O:10][CH2:9][C@@H:8]3[C@@H:12]([NH:13][C:14]([NH:16][C:17]4[CH:18]=[CH:19][C:20]([O:23][C:24]5[CH:40]=[CH:39][C:27]([C:28]([NH:30][NH2:31])=[O:29])=[CH:26][CH:25]=5)=[CH:21][N:22]=4)=[O:15])[C@@H:7]3[C:6]=2[C:5]([F:41])=[CH:4][CH:3]=1. The catalyst class is: 4. (6) Reactant: [C:1]([O:5][C:6](=[O:19])[C:7]([S:10][C:11]1[S:12][CH:13]=[C:14]([CH2:16][CH2:17][OH:18])[N:15]=1)([CH3:9])[CH3:8])([CH3:4])([CH3:3])[CH3:2].[Br:20][C:21]1[CH:26]=[CH:25][C:24](O)=[C:23]([F:28])[CH:22]=1.C1(P(C2C=CC=CC=2)C2C=CC=CC=2)C=CC=CC=1.[N+](C(OCC)=O)(C(OCC)=O)=[N-]. Product: [C:1]([O:5][C:6](=[O:19])[C:7]([S:10][C:11]1[S:12][CH:13]=[C:14]([CH2:16][CH2:17][O:18][C:24]2[CH:25]=[CH:26][C:21]([Br:20])=[CH:22][C:23]=2[F:28])[N:15]=1)([CH3:9])[CH3:8])([CH3:2])([CH3:4])[CH3:3]. The catalyst class is: 7. (7) Reactant: [NH2:1][C:2]1[CH:12]=[CH:11][C:5]2[CH2:6][CH2:7][NH:8][CH2:9][CH2:10][C:4]=2[CH:3]=1.C[Si]([N:17]=[C:18]=[O:19])(C)C.[C:20]1([CH3:32])[CH:25]=[CH:24][C:23]([S:26]([N:29]=[C:30]=[O:31])(=[O:28])=[O:27])=[CH:22][CH:21]=1. Product: [CH3:32][C:20]1[CH:21]=[CH:22][C:23]([S:26]([NH:29][C:30]([NH:1][C:2]2[CH:12]=[CH:11][C:5]3[CH2:6][CH2:7][N:8]([C:18]([NH2:17])=[O:19])[CH2:9][CH2:10][C:4]=3[CH:3]=2)=[O:31])(=[O:27])=[O:28])=[CH:24][CH:25]=1. The catalyst class is: 22.